From a dataset of NCI-60 drug combinations with 297,098 pairs across 59 cell lines. Regression. Given two drug SMILES strings and cell line genomic features, predict the synergy score measuring deviation from expected non-interaction effect. (1) Drug 1: CC12CCC3C(C1CCC2=O)CC(=C)C4=CC(=O)C=CC34C. Drug 2: COC1=C2C(=CC3=C1OC=C3)C=CC(=O)O2. Cell line: SR. Synergy scores: CSS=48.6, Synergy_ZIP=-0.625, Synergy_Bliss=-0.567, Synergy_Loewe=-3.42, Synergy_HSA=-0.307. (2) Drug 1: CN(C)N=NC1=C(NC=N1)C(=O)N. Drug 2: CNC(=O)C1=NC=CC(=C1)OC2=CC=C(C=C2)NC(=O)NC3=CC(=C(C=C3)Cl)C(F)(F)F. Cell line: A498. Synergy scores: CSS=19.2, Synergy_ZIP=-6.39, Synergy_Bliss=-2.97, Synergy_Loewe=-4.97, Synergy_HSA=-4.04. (3) Drug 1: C1=NC2=C(N=C(N=C2N1C3C(C(C(O3)CO)O)O)F)N. Drug 2: CC1CCC2CC(C(=CC=CC=CC(CC(C(=O)C(C(C(=CC(C(=O)CC(OC(=O)C3CCCCN3C(=O)C(=O)C1(O2)O)C(C)CC4CCC(C(C4)OC)OCCO)C)C)O)OC)C)C)C)OC. Synergy scores: CSS=19.8, Synergy_ZIP=-7.37, Synergy_Bliss=-5.49, Synergy_Loewe=-3.67, Synergy_HSA=-0.317. Cell line: T-47D. (4) Drug 1: CN1C(=O)N2C=NC(=C2N=N1)C(=O)N. Drug 2: CC1CCC2CC(C(=CC=CC=CC(CC(C(=O)C(C(C(=CC(C(=O)CC(OC(=O)C3CCCCN3C(=O)C(=O)C1(O2)O)C(C)CC4CCC(C(C4)OC)OCCO)C)C)O)OC)C)C)C)OC. Cell line: COLO 205. Synergy scores: CSS=2.97, Synergy_ZIP=-0.459, Synergy_Bliss=1.54, Synergy_Loewe=-2.37, Synergy_HSA=-0.0614. (5) Drug 1: CNC(=O)C1=NC=CC(=C1)OC2=CC=C(C=C2)NC(=O)NC3=CC(=C(C=C3)Cl)C(F)(F)F. Drug 2: COCCOC1=C(C=C2C(=C1)C(=NC=N2)NC3=CC=CC(=C3)C#C)OCCOC.Cl. Cell line: UACC62. Synergy scores: CSS=9.97, Synergy_ZIP=-1.95, Synergy_Bliss=2.41, Synergy_Loewe=7.62, Synergy_HSA=5.05.